This data is from Full USPTO retrosynthesis dataset with 1.9M reactions from patents (1976-2016). The task is: Predict the reactants needed to synthesize the given product. (1) Given the product [CH2:11]([N:18]([CH3:28])[C:19]1[CH:20]=[C:21]2[C:22]([CH:23]=[C:6]([C:4]([OH:5])=[O:3])[C:7](=[O:8])[O:27]2)=[CH:25][CH:26]=1)[C:12]1[CH:17]=[CH:16][CH:15]=[CH:14][CH:13]=1, predict the reactants needed to synthesize it. The reactants are: CC1(C)O[C:7](=[O:8])[CH2:6][C:4](=[O:5])[O:3]1.[CH2:11]([N:18]([CH3:28])[C:19]1[CH:26]=[CH:25][C:22]([CH:23]=O)=[C:21]([OH:27])[CH:20]=1)[C:12]1[CH:17]=[CH:16][CH:15]=[CH:14][CH:13]=1.N1CCCCC1.C(O)(=O)C. (2) Given the product [CH:35]1([C:18]([C:13]2[CH:12]=[C:11]3[C:16]([N:17]=[C:8]([C:5]4[CH:6]=[CH:7][C:2]([F:1])=[CH:3][CH:4]=4)[C:9]([CH2:24][CH2:25][CH2:26][CH2:27][C:28]([O:30][C:31]([CH3:34])([CH3:33])[CH3:32])=[O:29])=[N:10]3)=[CH:15][CH:14]=2)=[O:23])[CH2:37][CH2:36]1, predict the reactants needed to synthesize it. The reactants are: [F:1][C:2]1[CH:7]=[CH:6][C:5]([C:8]2[C:9]([CH2:24][CH2:25][CH2:26][CH2:27][C:28]([O:30][C:31]([CH3:34])([CH3:33])[CH3:32])=[O:29])=[N:10][C:11]3[C:16]([N:17]=2)=[CH:15][CH:14]=[C:13]([C:18](=[O:23])N(OC)C)[CH:12]=3)=[CH:4][CH:3]=1.[CH:35]1([Mg]Br)[CH2:37][CH2:36]1. (3) The reactants are: [C:1]([NH:4][C@@H:5]([CH3:25])[CH2:6][O:7][C:8]1[CH:24]=[CH:23][C:11]([C:12]([NH:14][C:15]2[CH:20]=[CH:19][C:18]([OH:21])=[CH:17][C:16]=2[OH:22])=O)=[CH:10][CH:9]=1)(=[O:3])[CH3:2].C1(P(C2C=CC=CC=2)C2C=CC=CC=2)C=CC=CC=1.C1(C)C=CC=CC=1.N(C(OCC)=O)=NC(OCC)=O. Given the product [OH:21][C:18]1[CH:19]=[CH:20][C:15]2[N:14]=[C:12]([C:11]3[CH:23]=[CH:24][C:8]([O:7][CH2:6][C@@H:5]([NH:4][C:1](=[O:3])[CH3:2])[CH3:25])=[CH:9][CH:10]=3)[O:22][C:16]=2[CH:17]=1, predict the reactants needed to synthesize it. (4) Given the product [OH:20][C:18]1([C@@H:7]2[CH2:6][C@H:5]([NH:4][CH2:3][CH:2]([CH3:1])[CH3:22])[CH2:10][N:9]([C:11]([O:13][C:14]([CH3:15])([CH3:16])[CH3:17])=[O:12])[CH2:8]2)[CH2:27][CH2:26][CH2:25][CH2:24][CH2:23]1, predict the reactants needed to synthesize it. The reactants are: [CH3:1][CH:2]([CH3:22])[CH2:3][NH:4][C@@H:5]1[CH2:10][N:9]([C:11]([O:13][C:14]([CH3:17])([CH3:16])[CH3:15])=[O:12])[CH2:8][C@H:7]([C:18]([O:20]C)=O)[CH2:6]1.[CH2-:23][CH2:24][CH2:25][CH2:26][CH2-:27].[Mg+2].[Mg+2].[Br-].[Br-].[Cl-].[NH4+]. (5) Given the product [C:1]([O:5][C:6](=[O:7])[NH:8][C@H:9]([C:10](=[O:12])[NH:26][CH2:19][C:20]1[CH:25]=[CH:24][CH:23]=[CH:22][CH:21]=1)[C:13]1[CH:18]=[CH:17][CH:16]=[CH:15][CH:14]=1)([CH3:2])([CH3:3])[CH3:4], predict the reactants needed to synthesize it. The reactants are: [C:1]([O:5][C:6]([NH:8][C@@H:9]([C:13]1[CH:18]=[CH:17][CH:16]=[CH:15][CH:14]=1)[C:10]([OH:12])=O)=[O:7])([CH3:4])([CH3:3])[CH3:2].[CH2:19]([NH2:26])[C:20]1[CH:25]=[CH:24][CH:23]=[CH:22][CH:21]=1.CCN(C(C)C)C(C)C.C1CN([P+](Br)(N2CCCC2)N2CCCC2)CC1.F[P-](F)(F)(F)(F)F. (6) Given the product [Cl:1][C:2]1[CH:3]=[C:4]([CH:6]=[CH:7][C:8]=1[CH3:9])[NH:5][CH2:16][CH:10]1[CH2:15][CH2:14][CH2:13][CH2:12][CH2:11]1, predict the reactants needed to synthesize it. The reactants are: [Cl:1][C:2]1[CH:3]=[C:4]([CH:6]=[CH:7][C:8]=1[CH3:9])[NH2:5].[CH:10]1([CH:16]=O)[CH2:15][CH2:14][CH2:13][CH2:12][CH2:11]1.C([BH3-])#N.[Na+]. (7) Given the product [ClH:1].[CH2:2]([O:9][C:10](=[O:16])[C@@H:11]([NH:15][CH2:17][CH3:18])[CH:12]([CH3:14])[CH3:13])[C:3]1[CH:8]=[CH:7][CH:6]=[CH:5][CH:4]=1, predict the reactants needed to synthesize it. The reactants are: [ClH:1].[CH2:2]([O:9][C:10](=[O:16])[C@@H:11]([NH2:15])[CH:12]([CH3:14])[CH3:13])[C:3]1[CH:8]=[CH:7][CH:6]=[CH:5][CH:4]=1.[CH:17](N(C(C)C)CC)(C)[CH3:18].C(=O)C.[B-].[Na+]. (8) Given the product [CH2:12]([O:8][C:7](=[O:9])[C:6]1[CH:10]=[C:2]([Br:1])[CH:3]=[CH:4][C:5]=1[I:11])[CH3:13], predict the reactants needed to synthesize it. The reactants are: [Br:1][C:2]1[CH:3]=[CH:4][C:5]([I:11])=[C:6]([CH:10]=1)[C:7]([OH:9])=[O:8].[C:12](Cl)(=O)[C:13](Cl)=O.CCO. (9) Given the product [F:37][C:38]([C:41]1[CH:42]=[C:43]([CH:47]=[CH:48][N:49]=1)[C:44]([NH:17][C:14]1[CH:15]=[N:16][C:11]([CH3:10])=[C:12]([C:18]2[N:19]=[N:20][C:21]([O:30][CH:31]3[CH2:36][CH2:35][O:34][CH2:33][CH2:32]3)=[C:22]([N:24]3[CH2:29][CH2:28][O:27][CH2:26][CH2:25]3)[CH:23]=2)[CH:13]=1)=[O:45])([F:40])[CH3:39], predict the reactants needed to synthesize it. The reactants are: CCN(C(C)C)C(C)C.[CH3:10][C:11]1[N:16]=[CH:15][C:14]([NH2:17])=[CH:13][C:12]=1[C:18]1[N:19]=[N:20][C:21]([O:30][CH:31]2[CH2:36][CH2:35][O:34][CH2:33][CH2:32]2)=[C:22]([N:24]2[CH2:29][CH2:28][O:27][CH2:26][CH2:25]2)[CH:23]=1.[F:37][C:38]([C:41]1[CH:42]=[C:43]([CH:47]=[CH:48][N:49]=1)[C:44](O)=[O:45])([F:40])[CH3:39].CN(C(ON1N=NC2C=CC=NC1=2)=[N+](C)C)C.F[P-](F)(F)(F)(F)F.